This data is from Reaction yield outcomes from USPTO patents with 853,638 reactions. The task is: Predict the reaction yield, written as a fraction of the theoretical maximum amount of product (1.0 means a 100% yield; for example, 0.34 means a 34% yield). (1) The reactants are [CH2:1]([O:3][CH:4]([O:50][CH2:51][CH3:52])[C@@H:5]([N:7]([CH2:39][C:40]1[CH:41]=[CH:42][CH:43]=[C:44]2[C:49]=1[N:48]=[CH:47][CH:46]=[CH:45]2)[C:8](=[O:38])[C@@H:9]([NH:20]C(=O)OCC1C2C=CC=CC=2C2C1=CC=CC=2)[CH2:10][C:11]1[C:16]([CH3:17])=[CH:15][C:14]([OH:18])=[CH:13][C:12]=1[CH3:19])[CH3:6])[CH3:2].N1CCCCC1. No catalyst specified. The product is [NH2:20][C@@H:9]([CH2:10][C:11]1[C:16]([CH3:17])=[CH:15][C:14]([OH:18])=[CH:13][C:12]=1[CH3:19])[C:8]([N:7]([C@@H:5]([CH3:6])[CH:4]([O:50][CH2:51][CH3:52])[O:3][CH2:1][CH3:2])[CH2:39][C:40]1[CH:41]=[CH:42][CH:43]=[C:44]2[C:49]=1[N:48]=[CH:47][CH:46]=[CH:45]2)=[O:38]. The yield is 1.15. (2) The reactants are [CH3:1][C:2]1([CH3:14])[O:6][B:5]([C:7]2[CH:8]=[N:9][NH:10][CH:11]=2)[O:4][C:3]1([CH3:13])[CH3:12].[H-].[Na+].[CH3:17][Si:18]([CH2:21][CH2:22][O:23][CH2:24]Cl)([CH3:20])[CH3:19]. The catalyst is O1CCCC1. The product is [CH3:12][C:3]1([CH3:13])[C:2]([CH3:14])([CH3:1])[O:6][B:5]([C:7]2[CH:8]=[N:9][N:10]([CH2:24][O:23][CH2:22][CH2:21][Si:18]([CH3:20])([CH3:19])[CH3:17])[CH:11]=2)[O:4]1. The yield is 0.720. (3) The reactants are [CH3:1][C:2]1[C:6]([CH2:7][O:8][C:9]2[CH:10]=[CH:11][C:12]([CH2:15][C:16]#N)=[N:13][CH:14]=2)=[C:5]([CH3:18])[O:4][N:3]=1.[OH-:19].[Na+].C[OH:22]. The catalyst is O. The product is [CH3:1][C:2]1[C:6]([CH2:7][O:8][C:9]2[CH:10]=[CH:11][C:12]([CH2:15][C:16]([OH:22])=[O:19])=[N:13][CH:14]=2)=[C:5]([CH3:18])[O:4][N:3]=1. The yield is 0.165. (4) The yield is 0.580. The product is [Cl:1][C:2]1[N:3]=[N:4][CH:5]=[C:6]([N:23]2[CH2:24][CH2:25][N:20]([CH3:19])[CH2:21][CH2:22]2)[C:7]=1[Cl:8]. The reactants are [Cl:1][C:2]1[N:3]=[N:4][CH:5]=[C:6](Cl)[C:7]=1[Cl:8].CCN(C(C)C)C(C)C.[CH3:19][N:20]1[CH2:25][CH2:24][NH:23][CH2:22][CH2:21]1. The catalyst is CN1C(=O)CCC1. (5) The reactants are [H-].[Na+].C1(N([S:17]([C:20]([F:23])([F:22])[F:21])(=[O:19])=[O:18])[S:17]([C:20]([F:23])([F:22])[F:21])(=[O:19])=[O:18])C=CC=CC=1.[NH4+].[Cl-].C[O:27][CH2:28][CH2:29]OC. No catalyst specified. The product is [O:27]([CH:28]=[CH2:29])[S:17]([C:20]([F:21])([F:22])[F:23])(=[O:18])=[O:19]. The yield is 0.980. (6) The yield is 0.600. The reactants are Cl[C:2]1[CH:7]=[N:6][CH:5]=[C:4]([O:8][C:9]2[CH:14]=[CH:13][CH:12]=[CH:11][C:10]=2[C:15]2[CH:20]=[CH:19][CH:18]=[CH:17][CH:16]=2)[N:3]=1.[CH3:21][O:22][C:23]1[CH:24]=[C:25]([CH:27]=[C:28]([O:32][CH3:33])[C:29]=1[O:30][CH3:31])[NH2:26]. The catalyst is CCOC(C)=O. The product is [CH3:33][O:32][C:28]1[CH:27]=[C:25]([NH:26][C:2]2[CH:7]=[N:6][CH:5]=[C:4]([O:8][C:9]3[CH:14]=[CH:13][CH:12]=[CH:11][C:10]=3[C:15]3[CH:20]=[CH:19][CH:18]=[CH:17][CH:16]=3)[N:3]=2)[CH:24]=[C:23]([O:22][CH3:21])[C:29]=1[O:30][CH3:31]. (7) The reactants are [CH:1]([C:3]1[CH:10]=[CH:9][C:6]([C:7]#[N:8])=[CH:5][CH:4]=1)=O.[NH:11]1[CH2:14][CH:13]([C:15]([OH:17])=[O:16])[CH2:12]1.C(O)(=O)C.C(O[BH-](OC(=O)C)OC(=O)C)(=O)C.[Na+]. The catalyst is ClCCl.CO. The product is [C:7]([C:6]1[CH:9]=[CH:10][C:3]([CH2:1][N:11]2[CH2:14][CH:13]([C:15]([OH:17])=[O:16])[CH2:12]2)=[CH:4][CH:5]=1)#[N:8]. The yield is 0.750. (8) The reactants are [F:1][C:2]1[CH:7]=[CH:6][C:5]([C:8](=[O:18])[CH2:9][C:10]2[CH:15]=[CH:14][N:13]=[C:12]([S:16][CH3:17])[N:11]=2)=[CH:4][CH:3]=1.CO[CH:21](OC)[N:22]([CH3:24])[CH3:23]. The catalyst is C1COCC1. The product is [CH3:21][N:22]([CH3:24])[CH:23]=[C:9]([C:10]1[CH:15]=[CH:14][N:13]=[C:12]([S:16][CH3:17])[N:11]=1)[C:8]([C:5]1[CH:6]=[CH:7][C:2]([F:1])=[CH:3][CH:4]=1)=[O:18]. The yield is 1.00. (9) The reactants are [OH:1][CH:2]1[C:11]2[C:6](=[CH:7][CH:8]=[C:9]([N:12]3[C:17](=[O:18])[C:16]([CH2:19][C:20]4[CH:25]=[CH:24][C:23]([C:26]5[CH:31]=[CH:30][CH:29]=[CH:28][C:27]=5[C:32]5[NH:36][C:35](=[O:37])[O:34][N:33]=5)=[CH:22][CH:21]=4)=[C:15]([CH2:38][CH2:39][CH3:40])[N:14]=[C:13]3[CH3:41])[CH:10]=2)[O:5][C:4]([CH3:43])([CH3:42])[CH2:3]1.CC(OI1(OC(C)=O)(OC(C)=O)OC(=O)C2C1=CC=CC=2)=O. The catalyst is ClCCl.C(OCC)(=O)C. The product is [CH3:42][C:4]1([CH3:43])[CH2:3][C:2](=[O:1])[C:11]2[C:6](=[CH:7][CH:8]=[C:9]([N:12]3[C:17](=[O:18])[C:16]([CH2:19][C:20]4[CH:21]=[CH:22][C:23]([C:26]5[CH:31]=[CH:30][CH:29]=[CH:28][C:27]=5[C:32]5[NH:36][C:35](=[O:37])[O:34][N:33]=5)=[CH:24][CH:25]=4)=[C:15]([CH2:38][CH2:39][CH3:40])[N:14]=[C:13]3[CH3:41])[CH:10]=2)[O:5]1. The yield is 0.860. (10) The yield is 0.390. The product is [NH:18]1[CH:19]=[N:20][C:16]([C:12]2[CH:11]=[C:10]3[C:15](=[CH:14][CH:13]=2)[NH:7][N:8]=[C:9]3[C:40]2[CH:41]=[C:42]([NH:46][C:47]([C:49]3[CH:54]=[CH:53][CH:52]=[CH:51][N:50]=3)=[O:48])[CH:43]=[CH:44][CH:45]=2)=[N:17]1. The reactants are O1CCCCC1[N:7]1[C:15]2[C:10](=[CH:11][C:12]([C:16]3[N:20]=[CH:19][N:18](C(C4C=CC=CC=4)(C4C=CC=CC=4)C4C=CC=CC=4)[N:17]=3)=[CH:13][CH:14]=2)[C:9]([C:40]2[CH:41]=[C:42]([NH:46][C:47]([C:49]3[CH:54]=[CH:53][CH:52]=[CH:51][N:50]=3)=[O:48])[CH:43]=[CH:44][CH:45]=2)=[N:8]1. The catalyst is Cl.O1CCOCC1.